Task: Predict the reactants needed to synthesize the given product.. Dataset: Full USPTO retrosynthesis dataset with 1.9M reactions from patents (1976-2016) (1) The reactants are: O.[S:2]([O-:6])([O-:5])(=[O:4])=[S:3].[C-:7]#[N:8].[CH3:9][CH2:10][C:11]1([CH2:20][CH3:21])[C:18](=[O:19])[NH:17][C:15](=[O:16])[NH:14][C:12]1=[O:13]. Given the product [CH3:9][CH2:10][C:11]1([CH2:20][CH3:21])[C:12](=[O:13])[NH:14][C:15](=[O:16])[NH:17][C:18]1=[O:19].[S:2]([O-:6])([O-:5])(=[O:4])=[S:3].[S-:2][C:7]#[N:8], predict the reactants needed to synthesize it. (2) Given the product [CH3:1][N:2]1[C:15]([CH3:16])=[CH:12][C:11](=[O:13])[N:5]([CH3:6])[C:3]1=[O:4], predict the reactants needed to synthesize it. The reactants are: [CH3:1][NH:2][C:3]([NH:5][CH3:6])=[O:4].C(O[C:11](=[O:13])[CH3:12])(=O)C.N1C=CC=[CH:16][CH:15]=1. (3) Given the product [CH2:1]([O:8][C:9](=[O:24])[NH:10][CH2:11][CH:12]([N:26]1[C:27](=[O:34])[C:28]2[C:33](=[CH:32][CH:31]=[CH:30][CH:29]=2)[C:25]1=[O:35])[CH2:13][O:14][C:15]1[CH:20]=[CH:19][C:18]([F:21])=[C:17]([F:22])[CH:16]=1)[C:2]1[CH:7]=[CH:6][CH:5]=[CH:4][CH:3]=1, predict the reactants needed to synthesize it. The reactants are: [CH2:1]([O:8][C:9](=[O:24])[NH:10][CH2:11][CH:12](O)[CH2:13][O:14][C:15]1[CH:20]=[CH:19][C:18]([F:21])=[C:17]([F:22])[CH:16]=1)[C:2]1[CH:7]=[CH:6][CH:5]=[CH:4][CH:3]=1.[C:25]1(=[O:35])[C:33]2[C:28](=[CH:29][CH:30]=[CH:31][CH:32]=2)[C:27](=[O:34])[NH:26]1. (4) The reactants are: [F:1][C:2]1[CH:3]=[C:4]2[C:8](=[C:9]([F:11])[CH:10]=1)[NH:7][CH:6]=[C:5]2[CH2:12][CH:13]([NH:16][C:17]([C:19]1[CH:20]=[C:21]([C:31]2[CH:36]=[CH:35][C:34]([C:37](=[O:40])[NH:38][CH3:39])=[C:33]([Cl:41])[CH:32]=2)[CH:22]=[C:23]2[C:28]=1[O:27][C:26]([CH3:30])([CH3:29])[CH:25]=[CH:24]2)=[O:18])[CH2:14][OH:15]. Given the product [F:1][C:2]1[CH:3]=[C:4]2[C:8](=[C:9]([F:11])[CH:10]=1)[NH:7][CH:6]=[C:5]2[CH2:12][CH:13]([NH:16][C:17]([C:19]1[CH:20]=[C:21]([C:31]2[CH:36]=[CH:35][C:34]([C:37](=[O:40])[NH:38][CH3:39])=[C:33]([Cl:41])[CH:32]=2)[CH:22]=[C:23]2[C:28]=1[O:27][C:26]([CH3:30])([CH3:29])[CH2:25][CH2:24]2)=[O:18])[CH2:14][OH:15], predict the reactants needed to synthesize it. (5) Given the product [CH3:11][O:12][C:13]1[CH:14]=[C:15]([N:23]2[C:1]([C:3]3[CH:8]=[CH:7][C:6]([O:9][CH3:10])=[CH:5][CH:4]=3)=[CH:2][N:25]=[N:24]2)[CH:16]=[C:17]([O:21][CH3:22])[C:18]=1[O:19][CH3:20], predict the reactants needed to synthesize it. The reactants are: [C:1]([C:3]1[CH:8]=[CH:7][C:6]([O:9][CH3:10])=[CH:5][CH:4]=1)#[CH:2].[CH3:11][O:12][C:13]1[CH:14]=[C:15]([N:23]=[N+:24]=[N-:25])[CH:16]=[C:17]([O:21][CH3:22])[C:18]=1[O:19][CH3:20]. (6) Given the product [OH:1][C:2]1[C:3](=[O:10])[CH:4]=[C:5]([CH3:9])[N:6]([CH3:8])[C:7]=1[CH:13]([OH:12])[C:14]([F:17])([F:16])[F:15], predict the reactants needed to synthesize it. The reactants are: [OH:1][C:2]1[C:3](=[O:10])[CH:4]=[C:5]([CH3:9])[N:6]([CH3:8])[CH:7]=1.C[O:12][CH:13](O)[C:14]([F:17])([F:16])[F:15].C([O-])([O-])=O.[K+].[K+]. (7) Given the product [CH3:1][C:2]([CH3:29])([S:25]([NH2:28])(=[O:27])=[O:26])[CH2:3][CH2:4][CH2:5][N:6]1[C:18]2[C:17]3[CH:16]=[CH:15][C:14]([C:30]4[CH:35]=[CH:34][CH:33]=[CH:32][CH:31]=4)=[CH:13][C:12]=3[N:11]=[C:10]([NH2:20])[C:9]=2[N:8]=[C:7]1[CH2:21][O:22][CH2:23][CH3:24], predict the reactants needed to synthesize it. The reactants are: [CH3:1][C:2]([CH3:29])([S:25]([NH2:28])(=[O:27])=[O:26])[CH2:3][CH2:4][CH2:5][N:6]1[C:18]2[C:17]3[CH:16]=[CH:15][C:14](Br)=[CH:13][C:12]=3[N:11]=[C:10]([NH2:20])[C:9]=2[N:8]=[C:7]1[CH2:21][O:22][CH2:23][CH3:24].[C:30]1(B(O)O)[CH:35]=[CH:34][CH:33]=[CH:32][CH:31]=1. (8) Given the product [C:1]([CH2:3][CH:4]([N:25]1[CH:29]=[C:28]([C:30]2[C:31]3[CH:38]=[CH:37][N:36]([CH2:39][O:40][CH2:41][CH2:42][Si:43]([CH3:46])([CH3:45])[CH3:44])[C:32]=3[N:33]=[CH:34][N:35]=2)[CH:27]=[N:26]1)[CH2:5][N:6]1[CH2:12][CH2:11][CH2:10][N:9]([C:13]([O:15][C:16]([CH3:19])([CH3:18])[CH3:17])=[O:14])[CH2:8][CH2:7]1)#[N:2], predict the reactants needed to synthesize it. The reactants are: [C:1]([CH2:3][CH:4](OS(C)(=O)=O)[CH2:5][N:6]1[CH2:12][CH2:11][CH2:10][N:9]([C:13]([O:15][C:16]([CH3:19])([CH3:18])[CH3:17])=[O:14])[CH2:8][CH2:7]1)#[N:2].[NH:25]1[CH:29]=[C:28]([C:30]2[C:31]3[CH:38]=[CH:37][N:36]([CH2:39][O:40][CH2:41][CH2:42][Si:43]([CH3:46])([CH3:45])[CH3:44])[C:32]=3[N:33]=[CH:34][N:35]=2)[CH:27]=[N:26]1.C(=O)([O-])[O-].[K+].[K+]. (9) Given the product [Cl:1][C:2]1[CH:7]=[CH:6][C:5]([C@@H:8]([C:16]2[CH:21]=[CH:20][CH:19]=[CH:18][N:17]=2)[O:9][CH:10]2[CH2:11][CH2:12][N:13]([CH2:23][CH2:24][CH2:25][C:26]([O:28][CH2:29][CH3:30])=[O:27])[CH2:14][CH2:15]2)=[CH:4][CH:3]=1, predict the reactants needed to synthesize it. The reactants are: [Cl:1][C:2]1[CH:7]=[CH:6][C:5]([C@@H:8]([C:16]2[CH:21]=[CH:20][CH:19]=[CH:18][N:17]=2)[O:9][CH:10]2[CH2:15][CH2:14][NH:13][CH2:12][CH2:11]2)=[CH:4][CH:3]=1.Br[CH2:23][CH2:24][CH2:25][C:26]([O:28][CH2:29][CH3:30])=[O:27].C(=O)([O-])[O-].[K+].[K+].